Dataset: Reaction yield outcomes from USPTO patents with 853,638 reactions. Task: Predict the reaction yield, written as a fraction of the theoretical maximum amount of product (1.0 means a 100% yield; for example, 0.34 means a 34% yield). The reactants are [CH2:1]([O:8][C:9]1[CH:14]=[CH:13][NH:12][C:11](=[O:15])[CH:10]=1)[C:2]1[CH:7]=[CH:6][CH:5]=[CH:4][CH:3]=1.Br[CH2:17][CH2:18][CH:19]([CH3:21])[CH3:20].N12CCCN=C1CCCCC2. The catalyst is CN(C)C=O. The product is [CH2:1]([O:8][C:9]1[CH:14]=[CH:13][N:12]([CH2:17][CH2:18][CH:19]([CH3:21])[CH3:20])[C:11](=[O:15])[CH:10]=1)[C:2]1[CH:3]=[CH:4][CH:5]=[CH:6][CH:7]=1. The yield is 0.420.